This data is from TCR-epitope binding with 47,182 pairs between 192 epitopes and 23,139 TCRs. The task is: Binary Classification. Given a T-cell receptor sequence (or CDR3 region) and an epitope sequence, predict whether binding occurs between them. (1) Result: 1 (the TCR binds to the epitope). The epitope is QECVRGTTVL. The TCR CDR3 sequence is CASSSQTGTSGSIRDEQFF. (2) The epitope is KLGGALQAK. The TCR CDR3 sequence is CASSFYEAPDTQYF. Result: 1 (the TCR binds to the epitope).